Binary Classification. Given a drug SMILES string, predict its activity (active/inactive) in a high-throughput screening assay against a specified biological target. From a dataset of Kir2.1 potassium channel HTS with 301,493 compounds. (1) The molecule is S=C(N(C(C)C)Cc1ccccc1)Nc1ccc(cc1)C. The result is 0 (inactive). (2) The molecule is Cl\C(c1[nH]c2c(ccc(Cl)c2)c(=O)n1)=C/c1c(Cl)cccc1F. The result is 0 (inactive). (3) The drug is S(C=1NC(=C(C(C1C#N)c1occc1)C(=O)C)C)CC(=O)c1ccccc1. The result is 0 (inactive). (4) The drug is OC(CNCCc1ccccc1)c1ccccc1. The result is 1 (active). (5) The molecule is Brc1ccc(C2CC(OC(=C2)C(=O)N)OCc2ccc(cc2)CO)cc1. The result is 1 (active). (6) The molecule is O(c1cc2c3n([nH]c(n3)c3ccccc3)c(=O)nc2cc1OC)C. The result is 0 (inactive). (7) The compound is s1c(CNC(=O)COC(=O)c2sccc2)ccc1. The result is 0 (inactive).